This data is from Catalyst prediction with 721,799 reactions and 888 catalyst types from USPTO. The task is: Predict which catalyst facilitates the given reaction. Reactant: [OH:1][C:2]1[N:11]=[CH:10][CH:9]=[C:8]([I:12])[C:3]=1[C:4]([O:6][CH3:7])=[O:5].[C:13]1(B(O)O)[CH:18]=[CH:17][CH:16]=[CH:15][CH:14]=1.ClC(Cl)C.N1C=CC=CC=1. Product: [I:12][C:8]1[CH:9]=[CH:10][N:11]([C:13]2[CH:18]=[CH:17][CH:16]=[CH:15][CH:14]=2)[C:2](=[O:1])[C:3]=1[C:4]([O:6][CH3:7])=[O:5]. The catalyst class is: 221.